From a dataset of CYP2C19 inhibition data for predicting drug metabolism from PubChem BioAssay. Regression/Classification. Given a drug SMILES string, predict its absorption, distribution, metabolism, or excretion properties. Task type varies by dataset: regression for continuous measurements (e.g., permeability, clearance, half-life) or binary classification for categorical outcomes (e.g., BBB penetration, CYP inhibition). Dataset: cyp2c19_veith. (1) The result is 1 (inhibitor). The compound is COc1ccc2[nH]c(-c3ccccc3)c(CCNC(C)=O)c2c1. (2) The drug is COc1ccc(Oc2ncc3ncc(=O)n(C[C@H]4CCCO4)c3n2)cc1. The result is 0 (non-inhibitor). (3) The molecule is N#Cc1cccc(NC(=O)N2CC3(CCN(C(=O)c4cc(C(F)(F)F)cc(C(F)(F)F)c4)CC3)C2)c1. The result is 1 (inhibitor). (4) The molecule is O=C1[C@@H]2CC[C@@H]3/C(=N\OCc4ccccc4)C[C@@H](O)[C@@H](O)[C@@H]3[C@H]2C(=O)N1c1ccc(F)cc1F. The result is 0 (non-inhibitor). (5) The compound is c1cncc(-c2ccc3ncnc(NCCN4CCOCC4)c3c2)c1. The result is 0 (non-inhibitor). (6) The compound is CCCCNC(=O)C1C2C=CC3(CN(Cc4ccccc4Cl)C(=O)C13)O2. The result is 1 (inhibitor). (7) The compound is Cc1ccc(CNCC(O)(c2ccc(F)cc2)c2ccc(F)cc2)cc1. The result is 1 (inhibitor). (8) The molecule is COc1ccc(NC(=O)N2CC3(CCN(C(=O)c4cccn4C)CC3)C2)cc1. The result is 0 (non-inhibitor). (9) The drug is O=C(OCC(=O)N1CCOCC1)c1ccc(Cl)nc1. The result is 0 (non-inhibitor).